Dataset: Reaction yield outcomes from USPTO patents with 853,638 reactions. Task: Predict the reaction yield, written as a fraction of the theoretical maximum amount of product (1.0 means a 100% yield; for example, 0.34 means a 34% yield). (1) The reactants are [CH3:1][N:2]([CH:4]=[C:5]1[CH2:9][CH2:8][O:7][C:6]1=[O:10])C.C(N)[C:12]1[CH:17]=[CH:16][CH:15]=[CH:14][CH:13]=1. No catalyst specified. The product is [CH2:1]([NH:2][CH:4]=[C:5]1[CH2:9][CH2:8][O:7][C:6]1=[O:10])[C:12]1[CH:17]=[CH:16][CH:15]=[CH:14][CH:13]=1. The yield is 0.890. (2) The reactants are Br[C:2]1[CH:7]=[CH:6][C:5]([C@H:8]2[O:13][CH2:12][CH2:11][N:10]([C:14]([O:16][C:17]([CH3:20])([CH3:19])[CH3:18])=[O:15])[CH2:9]2)=[CH:4][CH:3]=1.[C:21]1([C:27]([C:29]2[CH:34]=[CH:33][CH:32]=[CH:31][CH:30]=2)=[NH:28])[CH:26]=[CH:25][CH:24]=[CH:23][CH:22]=1.CC(C)([O-])C.[Na+]. The catalyst is C1(C)C=CC=CC=1.C1C=CC(/C=C/C(/C=C/C2C=CC=CC=2)=O)=CC=1.C1C=CC(/C=C/C(/C=C/C2C=CC=CC=2)=O)=CC=1.C1C=CC(/C=C/C(/C=C/C2C=CC=CC=2)=O)=CC=1.[Pd].[Pd].C1C=CC(P(C2C(C3C(P(C4C=CC=CC=4)C4C=CC=CC=4)=CC=C4C=3C=CC=C4)=C3C(C=CC=C3)=CC=2)C2C=CC=CC=2)=CC=1. The product is [C:21]1([C:27](=[N:28][C:2]2[CH:7]=[CH:6][C:5]([C@H:8]3[O:13][CH2:12][CH2:11][N:10]([C:14]([O:16][C:17]([CH3:20])([CH3:19])[CH3:18])=[O:15])[CH2:9]3)=[CH:4][CH:3]=2)[C:29]2[CH:30]=[CH:31][CH:32]=[CH:33][CH:34]=2)[CH:26]=[CH:25][CH:24]=[CH:23][CH:22]=1. The yield is 0.860.